This data is from NCI-60 drug combinations with 297,098 pairs across 59 cell lines. The task is: Regression. Given two drug SMILES strings and cell line genomic features, predict the synergy score measuring deviation from expected non-interaction effect. (1) Synergy scores: CSS=16.6, Synergy_ZIP=-5.75, Synergy_Bliss=-3.45, Synergy_Loewe=-1.16, Synergy_HSA=-2.36. Drug 2: C1CCC(C(C1)N)N.C(=O)(C(=O)[O-])[O-].[Pt+4]. Drug 1: CC=C1C(=O)NC(C(=O)OC2CC(=O)NC(C(=O)NC(CSSCCC=C2)C(=O)N1)C(C)C)C(C)C. Cell line: NCI/ADR-RES. (2) Drug 1: CS(=O)(=O)OCCCCOS(=O)(=O)C. Drug 2: CC(C)NC(=O)C1=CC=C(C=C1)CNNC.Cl. Cell line: LOX IMVI. Synergy scores: CSS=20.2, Synergy_ZIP=-2.55, Synergy_Bliss=3.26, Synergy_Loewe=3.59, Synergy_HSA=2.02. (3) Drug 1: CC1=C(C=C(C=C1)C(=O)NC2=CC(=CC(=C2)C(F)(F)F)N3C=C(N=C3)C)NC4=NC=CC(=N4)C5=CN=CC=C5. Drug 2: CS(=O)(=O)CCNCC1=CC=C(O1)C2=CC3=C(C=C2)N=CN=C3NC4=CC(=C(C=C4)OCC5=CC(=CC=C5)F)Cl. Cell line: U251. Synergy scores: CSS=-8.51, Synergy_ZIP=2.18, Synergy_Bliss=-5.29, Synergy_Loewe=-13.2, Synergy_HSA=-11.6. (4) Drug 1: CC1OCC2C(O1)C(C(C(O2)OC3C4COC(=O)C4C(C5=CC6=C(C=C35)OCO6)C7=CC(=C(C(=C7)OC)O)OC)O)O. Drug 2: C1=NC2=C(N=C(N=C2N1C3C(C(C(O3)CO)O)O)F)N. Cell line: ACHN. Synergy scores: CSS=60.0, Synergy_ZIP=-0.453, Synergy_Bliss=4.18, Synergy_Loewe=-7.02, Synergy_HSA=5.40. (5) Drug 1: CN(CC1=CN=C2C(=N1)C(=NC(=N2)N)N)C3=CC=C(C=C3)C(=O)NC(CCC(=O)O)C(=O)O. Drug 2: CC1CCCC2(C(O2)CC(NC(=O)CC(C(C(=O)C(C1O)C)(C)C)O)C(=CC3=CSC(=N3)C)C)C. Cell line: T-47D. Synergy scores: CSS=16.5, Synergy_ZIP=3.60, Synergy_Bliss=-3.99, Synergy_Loewe=-20.4, Synergy_HSA=-9.74.